From a dataset of NCI-60 drug combinations with 297,098 pairs across 59 cell lines. Regression. Given two drug SMILES strings and cell line genomic features, predict the synergy score measuring deviation from expected non-interaction effect. (1) Drug 1: C1=NC2=C(N=C(N=C2N1C3C(C(C(O3)CO)O)F)Cl)N. Drug 2: CC(C)(C#N)C1=CC(=CC(=C1)CN2C=NC=N2)C(C)(C)C#N. Cell line: SK-OV-3. Synergy scores: CSS=-3.64, Synergy_ZIP=-1.18, Synergy_Bliss=-7.68, Synergy_Loewe=-6.85, Synergy_HSA=-8.27. (2) Drug 1: CC1=CC=C(C=C1)C2=CC(=NN2C3=CC=C(C=C3)S(=O)(=O)N)C(F)(F)F. Drug 2: CCN(CC)CCCC(C)NC1=C2C=C(C=CC2=NC3=C1C=CC(=C3)Cl)OC. Cell line: 786-0. Synergy scores: CSS=12.7, Synergy_ZIP=-4.84, Synergy_Bliss=1.87, Synergy_Loewe=-17.9, Synergy_HSA=-0.103. (3) Drug 1: CCC1=C2CN3C(=CC4=C(C3=O)COC(=O)C4(CC)O)C2=NC5=C1C=C(C=C5)O. Drug 2: CC1C(C(CC(O1)OC2CC(CC3=C2C(=C4C(=C3O)C(=O)C5=CC=CC=C5C4=O)O)(C(=O)C)O)N)O. Cell line: HCT116. Synergy scores: CSS=38.6, Synergy_ZIP=-9.23, Synergy_Bliss=-13.8, Synergy_Loewe=-7.73, Synergy_HSA=-5.97.